From a dataset of Forward reaction prediction with 1.9M reactions from USPTO patents (1976-2016). Predict the product of the given reaction. The product is: [NH2:12][O:13][C@@H:14]1[CH2:18][CH2:17][N:16]([C:19]([O:21][C:22]([CH3:25])([CH3:24])[CH3:23])=[O:20])[CH2:15]1. Given the reactants O=C1N2C[C@@H](CC[C@H]2C([NH:12][O:13][C@H:14]2[CH2:18][CH2:17][N:16]([C:19]([O:21][C:22]([CH3:25])([CH3:24])[CH3:23])=[O:20])[CH2:15]2)=O)N1OS(O)(=O)=O.FC(F)(F)C(O)=O, predict the reaction product.